From a dataset of Catalyst prediction with 721,799 reactions and 888 catalyst types from USPTO. Predict which catalyst facilitates the given reaction. (1) Reactant: [CH3:1][O:2][C:3](=[O:11])[C:4]1[CH:9]=[CH:8][C:7]([NH2:10])=[CH:6][CH:5]=1.[N:12]1[CH:17]=[CH:16][CH:15]=[C:14]([CH:18]=O)[CH:13]=1.[CH2:20]=[C:21]([CH3:23])[CH3:22].FC(F)(F)S([O-])(=O)=O.[Yb+3].FC(F)(F)S([O-])(=O)=O.FC(F)(F)S([O-])(=O)=O. Product: [CH3:1][O:2][C:3]([C:4]1[CH:5]=[C:6]2[C:7](=[CH:8][CH:9]=1)[NH:10][CH:18]([C:14]1[CH:13]=[N:12][CH:17]=[CH:16][CH:15]=1)[CH2:20][C:21]2([CH3:23])[CH3:22])=[O:11]. The catalyst class is: 115. (2) Reactant: [CH3:1][O:2][C:3]1[CH:8]=[CH:7][C:6]([C:9]2[CH:10]=[N:11][CH:12]=[C:13]3[C:18]=2[N:17]=[C:16]([C:19]([OH:21])=O)[CH:15]=[CH:14]3)=[CH:5][CH:4]=1.C(N(CC)C(C)C)(C)C.F[P-](F)(F)(F)(F)F.N1(OC(N(C)C)=[N+](C)C)C2N=CC=CC=2N=N1.[C:55]1([CH2:61][CH2:62][CH2:63][NH2:64])[CH:60]=[CH:59][CH:58]=[CH:57][CH:56]=1. Product: [CH3:1][O:2][C:3]1[CH:8]=[CH:7][C:6]([C:9]2[CH:10]=[N:11][CH:12]=[C:13]3[C:18]=2[N:17]=[C:16]([C:19]([NH:64][CH2:63][CH2:62][CH2:61][C:55]2[CH:60]=[CH:59][CH:58]=[CH:57][CH:56]=2)=[O:21])[CH:15]=[CH:14]3)=[CH:5][CH:4]=1. The catalyst class is: 9.